Dataset: Peptide-MHC class II binding affinity with 134,281 pairs from IEDB. Task: Regression. Given a peptide amino acid sequence and an MHC pseudo amino acid sequence, predict their binding affinity value. This is MHC class II binding data. (1) The peptide sequence is KIIGGIGGFIKVRQYDQILI. The MHC is DRB1_0101 with pseudo-sequence DRB1_0101. The binding affinity (normalized) is 0.453. (2) The peptide sequence is SNPKFENIAEGLRAL. The MHC is HLA-DQA10501-DQB10301 with pseudo-sequence HLA-DQA10501-DQB10301. The binding affinity (normalized) is 0.368. (3) The peptide sequence is YDKFLANVSTVLTGA. The MHC is DRB1_0404 with pseudo-sequence DRB1_0404. The binding affinity (normalized) is 0.648.